This data is from Full USPTO retrosynthesis dataset with 1.9M reactions from patents (1976-2016). The task is: Predict the reactants needed to synthesize the given product. (1) The reactants are: [Br:1][C:2]1[CH:3]=[CH:4][C:5]2[O:12][C:9]3([CH2:11][CH2:10]3)[CH2:8][NH:7][C:6]=2[CH:13]=1.C(=O)([O-])[O-].[K+].[K+].[CH2:20](Br)[C:21]1[CH:26]=[CH:25][CH:24]=[CH:23][CH:22]=1. Given the product [CH2:20]([N:7]1[C:6]2[CH:13]=[C:2]([Br:1])[CH:3]=[CH:4][C:5]=2[O:12][C:9]2([CH2:10][CH2:11]2)[CH2:8]1)[C:21]1[CH:26]=[CH:25][CH:24]=[CH:23][CH:22]=1, predict the reactants needed to synthesize it. (2) Given the product [CH2:1]([N:8]1[CH2:17][CH2:16][C:15]2[C:14]([C:24]3[CH:29]=[CH:28][CH:27]=[CH:26][N:25]=3)=[N:13][CH:12]=[N:11][C:10]=2[CH2:9]1)[C:2]1[CH:7]=[CH:6][CH:5]=[CH:4][CH:3]=1, predict the reactants needed to synthesize it. The reactants are: [CH2:1]([N:8]1[CH2:17][CH2:16][C:15]2[C:14](Cl)=[N:13][CH:12]=[N:11][C:10]=2[CH2:9]1)[C:2]1[CH:7]=[CH:6][CH:5]=[CH:4][CH:3]=1.C([Sn](CCCC)(CCCC)[C:24]1[CH:29]=[CH:28][CH:27]=[CH:26][N:25]=1)CCC.O1C=CC=C1P(C1OC=CC=1)C1OC=CC=1. (3) The reactants are: [NH:1]([C:30]([O:32][C:33]([CH3:36])([CH3:35])[CH3:34])=[O:31])[C@H:2]([C:15]([NH:17][C@H:18]([C:26]([O:28]C)=[O:27])[CH2:19][CH2:20][CH2:21][NH:22][C:23](=[NH:25])[NH2:24])=[O:16])[CH2:3][C:4]1[CH:9]=[CH:8][C:7]([O:10][C:11]([CH3:14])([CH3:13])[CH3:12])=[CH:6][CH:5]=1. Given the product [NH:1]([C:30]([O:32][C:33]([CH3:36])([CH3:35])[CH3:34])=[O:31])[C@H:2]([C:15]([NH:17][C@H:18]([C:26]([OH:28])=[O:27])[CH2:19][CH2:20][CH2:21][NH:22][C:23](=[NH:24])[NH2:25])=[O:16])[CH2:3][C:4]1[CH:9]=[CH:8][C:7]([O:10][C:11]([CH3:14])([CH3:12])[CH3:13])=[CH:6][CH:5]=1, predict the reactants needed to synthesize it. (4) Given the product [ClH:1].[CH3:2][C:3]1[C:4]2[CH2:5][NH:6][C@@H:7]3[C@@H:12]([C:13]=2[CH:14]=[CH:15][CH:16]=1)[C:11]1[CH:17]=[C:18]([O:23][CH3:24])[C:19]([O:21][CH3:22])=[CH:20][C:10]=1[CH2:9][CH2:8]3, predict the reactants needed to synthesize it. The reactants are: [ClH:1].[CH3:2][C:3]1[C:4]2[CH2:5][N:6](CC3C=CC=CC=3)[C@@H:7]3[C@@H:12]([C:13]=2[CH:14]=[CH:15][CH:16]=1)[C:11]1[CH:17]=[C:18]([O:23][CH3:24])[C:19]([O:21][CH3:22])=[CH:20][C:10]=1[CH2:9][CH2:8]3.CC(C)C. (5) The reactants are: [O:1]=[C:2]1[CH2:11][N:10]([C:12]2[CH:17]=[CH:16][CH:15]=[CH:14][CH:13]=2)[C:9]2[N:8]=[C:7]([C:18]3[CH:23]=[CH:22][N:21]=[CH:20][CH:19]=3)[N:6]=[C:5]([C:24]([O:26]CC)=O)[C:4]=2[NH:3]1.ClC1N=C(C(OCC)=O)C2NC(=O)CN(C3C=CC=CC=3)C=2[N:31]=1.C([Sn](CCCC)(CCCC)C1C=CN=CC=1)CCC. Given the product [O:1]=[C:2]1[CH2:11][N:10]([C:12]2[CH:17]=[CH:16][CH:15]=[CH:14][CH:13]=2)[C:9]2[N:8]=[C:7]([C:18]3[CH:19]=[CH:20][N:21]=[CH:22][CH:23]=3)[N:6]=[C:5]([C:24]([NH2:31])=[O:26])[C:4]=2[NH:3]1, predict the reactants needed to synthesize it. (6) Given the product [F:33][C:31]([F:32])([F:34])[C:29]1[CH:28]=[C:5]([CH:4]=[CH:3][C:30]=1[C:31]([F:34])([F:33])[F:32])[CH2:6][O:7][CH2:8][CH:9]([C:22]1[CH:27]=[CH:26][CH:25]=[CH:24][CH:23]=1)[CH2:10][NH:11][C:12](=[O:21])[CH2:13][CH2:14][C:15]1[CH:16]=[CH:17][N:18]=[CH:19][CH:20]=1, predict the reactants needed to synthesize it. The reactants are: FC(F)(F)[C:3]1[CH:4]=[C:5]([CH:28]=[C:29]([C:31]([F:34])([F:33])[F:32])[CH:30]=1)[CH2:6][O:7][CH2:8][CH:9]([C:22]1[CH:27]=[CH:26][CH:25]=[CH:24][CH:23]=1)[CH2:10][NH:11][C:12](=[O:21])[CH:13]=[CH:14][C:15]1[CH:20]=[CH:19][N:18]=[CH:17][CH:16]=1.[H][H]. (7) Given the product [N:3]1([CH2:9][CH2:10][NH:11][C:12]2[N:13]=[N+:14]([O-:25])[C:15]3[CH:24]=[C:23]4[C:19]([CH2:20][CH2:21][CH2:22]4)=[CH:18][C:16]=3[N+:17]=2[O-:27])[CH2:8][CH2:7][O:6][CH2:5][CH2:4]1, predict the reactants needed to synthesize it. The reactants are: OO.[N:3]1([CH2:9][CH2:10][NH:11][C:12]2[N:13]=[N+:14]([O-:25])[C:15]3[CH:24]=[C:23]4[C:19]([CH2:20][CH2:21][CH2:22]4)=[CH:18][C:16]=3[N:17]=2)[CH2:8][CH2:7][O:6][CH2:5][CH2:4]1.C([O-])([O-])=[O:27].[Na+].[Na+]. (8) Given the product [C:1]([O:5][C:6]([N:8]1[CH2:13][CH2:12][CH:11]([NH:14][CH2:20][C:19]2[CH:22]=[CH:23][C:16]([CH3:15])=[C:17]([O:24][C:25]([F:26])([F:28])[F:27])[CH:18]=2)[CH2:10][CH2:9]1)=[O:7])([CH3:4])([CH3:2])[CH3:3], predict the reactants needed to synthesize it. The reactants are: [C:1]([O:5][C:6]([N:8]1[CH2:13][CH2:12][CH:11]([NH2:14])[CH2:10][CH2:9]1)=[O:7])([CH3:4])([CH3:3])[CH3:2].[CH3:15][C:16]1[CH:23]=[CH:22][C:19]([CH:20]=O)=[CH:18][C:17]=1[O:24][C:25]([F:28])([F:27])[F:26].[BH4-].[Na+].C(O)(=O)C. (9) The reactants are: C([O:5][C:6]([C:8]1[C:9]2[CH2:33][CH2:32][CH2:31][CH2:30][C:10]=2[S:11][C:12]=1[NH:13][C:14](=[O:29])[CH2:15][N:16]1[C:24]2[CH2:23][CH2:22][CH2:21][CH2:20][C:19]=2[C:18]([C:25]([F:28])([F:27])[F:26])=[N:17]1)=[O:7])(C)(C)C. Given the product [F:28][C:25]([F:26])([F:27])[C:18]1[C:19]2[CH2:20][CH2:21][CH2:22][CH2:23][C:24]=2[N:16]([CH2:15][C:14]([NH:13][C:12]2[S:11][C:10]3[CH2:30][CH2:31][CH2:32][CH2:33][C:9]=3[C:8]=2[C:6]([OH:7])=[O:5])=[O:29])[N:17]=1, predict the reactants needed to synthesize it.